This data is from Forward reaction prediction with 1.9M reactions from USPTO patents (1976-2016). The task is: Predict the product of the given reaction. (1) Given the reactants Br[C:2]1[CH:3]=[CH:4][C:5]2[N:9]=[CH:8][N:7]([C:10]3[CH:15]=[CH:14][C:13]([S:16]([CH3:19])(=[O:18])=[O:17])=[CH:12][CH:11]=3)[C:6]=2[CH:20]=1.[Cl:21][C:22]1[CH:27]=[CH:26][C:25]([N:28]2[C:32](B(O)O)=[CH:31][CH:30]=[N:29]2)=[CH:24][CH:23]=1, predict the reaction product. The product is: [Cl:21][C:22]1[CH:23]=[CH:24][C:25]([N:28]2[C:32]([C:2]3[CH:3]=[CH:4][C:5]4[N:9]=[CH:8][N:7]([C:10]5[CH:15]=[CH:14][C:13]([S:16]([CH3:19])(=[O:18])=[O:17])=[CH:12][CH:11]=5)[C:6]=4[CH:20]=3)=[CH:31][CH:30]=[N:29]2)=[CH:26][CH:27]=1. (2) Given the reactants [CH2:1]([C:3]1[C:4]([CH:29]([OH:49])[C:30]2[N:34](COCC[Si](C)(C)C)[C:33]3[CH:43]=[CH:44][C:45]([C:47]#[N:48])=[CH:46][C:32]=3[N:31]=2)=[C:5]2[C:9](=[C:10]([CH3:12])[CH:11]=1)[N:8]([S:13]([C:16]1[CH:22]=[CH:21][C:19]([CH3:20])=[CH:18][CH:17]=1)(=[O:15])=[O:14])[CH:7]=[C:6]2[C:23]1[CH:28]=[CH:27][CH:26]=[CH:25][CH:24]=1)[CH3:2].C(C1C(C(O)C2N(COCC[Si](C)(C)C)C3C=C(C#N)C=CC=3N=2)=C2C(=C(C)C=1)N(S(C1C=CC(C)=CC=1)(=O)=O)C=C2C1C=CC=CC=1)C, predict the reaction product. The product is: [CH2:1]([C:3]1[C:4]([CH:29]([OH:49])[C:30]2[NH:34][C:33]3[CH:43]=[CH:44][C:45]([C:47]#[N:48])=[CH:46][C:32]=3[N:31]=2)=[C:5]2[C:9](=[C:10]([CH3:12])[CH:11]=1)[N:8]([S:13]([C:16]1[CH:22]=[CH:21][C:19]([CH3:20])=[CH:18][CH:17]=1)(=[O:15])=[O:14])[CH:7]=[C:6]2[C:23]1[CH:24]=[CH:25][CH:26]=[CH:27][CH:28]=1)[CH3:2].